Dataset: Forward reaction prediction with 1.9M reactions from USPTO patents (1976-2016). Task: Predict the product of the given reaction. (1) Given the reactants N(C(OCC)=O)=NC(OCC)=O.[CH2:13]([O:20][C:21]1[C:30]2[C:25](=[CH:26][CH:27]=[C:28]([O:31][CH3:32])[N:29]=2)[N:24]=[CH:23][C:22]=1[OH:33])[C:14]1[CH:19]=[CH:18][CH:17]=[CH:16][CH:15]=1.[C:34]([O:38][C:39](=[O:50])[NH:40][CH:41]1[CH2:46][CH2:45][N:44]([CH2:47][CH2:48]O)[CH2:43][CH2:42]1)([CH3:37])([CH3:36])[CH3:35].C1(P(C2C=CC=CC=2)C2C=CC=CC=2)C=CC=CC=1, predict the reaction product. The product is: [C:34]([O:38][C:39](=[O:50])[NH:40][CH:41]1[CH2:46][CH2:45][N:44]([CH2:47][CH2:48][O:33][C:22]2[CH:23]=[N:24][C:25]3[C:30]([C:21]=2[O:20][CH2:13][C:14]2[CH:19]=[CH:18][CH:17]=[CH:16][CH:15]=2)=[N:29][C:28]([O:31][CH3:32])=[CH:27][CH:26]=3)[CH2:43][CH2:42]1)([CH3:37])([CH3:36])[CH3:35]. (2) Given the reactants CC(C)([O-])C.[K+].[Si:7]([O:14][CH2:15][CH2:16][OH:17])([C:10]([CH3:13])([CH3:12])[CH3:11])([CH3:9])[CH3:8].[Cl:18][C:19]1[CH:20]=[C:21]([N+:26]([O-:28])=[O:27])[CH:22]=[CH:23][C:24]=1F, predict the reaction product. The product is: [C:10]([Si:7]([O:14][CH2:15][CH2:16][O:17][C:24]1[CH:23]=[CH:22][C:21]([N+:26]([O-:28])=[O:27])=[CH:20][C:19]=1[Cl:18])([CH3:9])[CH3:8])([CH3:12])([CH3:13])[CH3:11]. (3) Given the reactants [F:1][C:2]1[CH:3]=[C:4]([CH:8]2[CH2:12][CH2:11][CH2:10][N:9]2[C:13]2[CH:18]=[CH:17][N:16]3[N:19]=[CH:20][C:21]([C:22](O)=[O:23])=[C:15]3[N:14]=2)[CH:5]=[N:6][CH:7]=1.Cl.[C:26]([NH:31][NH2:32])(=[O:30])[CH:27]([CH3:29])[CH3:28].CCN(C(C)C)C(C)C.CN(C(ON1N=NC2C=CC=NC1=2)=[N+](C)C)C.F[P-](F)(F)(F)(F)F, predict the reaction product. The product is: [F:1][C:2]1[CH:3]=[C:4]([CH:8]2[CH2:12][CH2:11][CH2:10][N:9]2[C:13]2[CH:18]=[CH:17][N:16]3[N:19]=[CH:20][C:21]([C:22]([NH:32][NH:31][C:26](=[O:30])[CH:27]([CH3:29])[CH3:28])=[O:23])=[C:15]3[N:14]=2)[CH:5]=[N:6][CH:7]=1. (4) Given the reactants [F:1][CH:2]([F:18])[CH2:3][O:4][CH:5]1[C:10](=O)[CH2:9][CH2:8][N:7]([C:12](=[O:17])[C:13]([F:16])([F:15])[F:14])[CH2:6]1.[CH2:19]([NH2:26])[C:20]1[CH:25]=[CH:24][CH:23]=[CH:22][CH:21]=1.C(O[BH-](OC(=O)C)OC(=O)C)(=O)C.[Na+], predict the reaction product. The product is: [CH2:19]([NH:26][C@H:10]1[CH2:9][CH2:8][N:7]([C:12](=[O:17])[C:13]([F:16])([F:15])[F:14])[CH2:6][C@H:5]1[O:4][CH2:3][CH:2]([F:18])[F:1])[C:20]1[CH:25]=[CH:24][CH:23]=[CH:22][CH:21]=1. (5) Given the reactants Br[C:2]1[CH:15]=[C:14]2[C:5]([O:6][CH2:7][CH2:8][C:9]3[S:10][C:11]([C:16]([NH2:18])=[O:17])=[N:12][C:13]=32)=[CH:4][C:3]=1[F:19].[F:20][CH2:21][C:22]([CH3:26])([OH:25])[C:23]#[CH:24], predict the reaction product. The product is: [F:19][C:3]1[C:2]([C:24]#[C:23][C:22]([OH:25])([CH3:26])[CH2:21][F:20])=[CH:15][C:14]2[C:13]3[N:12]=[C:11]([C:16]([NH2:18])=[O:17])[S:10][C:9]=3[CH2:8][CH2:7][O:6][C:5]=2[CH:4]=1. (6) Given the reactants [OH:1][CH:2]1[CH2:10][C:9]2[C:4](=[CH:5][CH:6]=[CH:7][CH:8]=2)[CH:3]1[NH:11][C:12]([C:14]1[CH:19]=[C:18]([CH3:20])[N:17]2[N:21]=[C:22]([C:24]([OH:26])=[O:25])[CH:23]=[C:16]2[N:15]=1)=[O:13].O[CH2:28][C:29]1[O:30][C:31]2[CH:37]=[CH:36][CH:35]=[CH:34][C:32]=2[CH:33]=1.CCN=C=NCCCN(C)C.Cl, predict the reaction product. The product is: [O:30]1[C:31]2[CH:37]=[CH:36][CH:35]=[CH:34][C:32]=2[CH:33]=[C:29]1[CH2:28][O:25][C:24]([C:22]1[CH:23]=[C:16]2[N:15]=[C:14]([C:12](=[O:13])[NH:11][C@@H:3]3[C:4]4[C:9](=[CH:8][CH:7]=[CH:6][CH:5]=4)[CH2:10][C@@H:2]3[OH:1])[CH:19]=[C:18]([CH3:20])[N:17]2[N:21]=1)=[O:26]. (7) Given the reactants C1(P(C2C=CC=CC=2)C2C=CC=CC=2)C=CC=CC=1.ClC(Cl)(Cl)C(Cl)(Cl)Cl.[NH2:28][C@H:29]([C:35]([OH:37])=[O:36])[CH2:30][CH2:31][C:32](=[O:34])[NH2:33].[C:38](=[O:41])([O-])[O-].[Na+].[Na+].S(=O)(=O)(O)O.[C:49](#[N:51])[CH3:50], predict the reaction product. The product is: [NH2:51][C@H:49]([C:38]([NH:28][C@H:29]([C:35]([OH:37])=[O:36])[CH2:30][CH2:31][C:32](=[O:34])[NH2:33])=[O:41])[CH3:50]. (8) Given the reactants [CH:1]1[C:10]2[C:5](=[CH:6][CH:7]=[CH:8][CH:9]=2)[CH:4]=[CH:3][C:2]=1[C:11]1[CH:16]=[CH:15][N:14]=[C:13]([N:17]2[CH2:21][CH2:20][C@H:19]([NH2:22])[CH2:18]2)[N:12]=1.C1C2C(=CC=CC=2)C=CC=1C1C=CN=C(N2CCC(N)C2)N=1.C(N(C(C)C)CC)(C)C.[C:54](Cl)(=[O:56])[CH3:55], predict the reaction product. The product is: [CH:1]1[C:10]2[C:5](=[CH:6][CH:7]=[CH:8][CH:9]=2)[CH:4]=[CH:3][C:2]=1[C:11]1[CH:16]=[CH:15][N:14]=[C:13]([N:17]2[CH2:21][CH2:20][C@H:19]([NH:22][C:54](=[O:56])[CH3:55])[CH2:18]2)[N:12]=1. (9) Given the reactants [Cl:1][C:2]1[C:3]([N:12]2[CH:29]=[C:15]3[C:16]([NH:21][C:22]4[CH:27]=[C:26]([CH3:28])[N:25]=[CH:24][N:23]=4)=[N:17][CH:18]=[C:19]([F:20])[C:14]3=[N:13]2)=[C:4]([CH:7]=[C:8]([CH:10]=[O:11])[CH:9]=1)[C:5]#[N:6].[BH4-].[Na+], predict the reaction product. The product is: [Cl:1][C:2]1[C:3]([N:12]2[CH:29]=[C:15]3[C:16]([NH:21][C:22]4[CH:27]=[C:26]([CH3:28])[N:25]=[CH:24][N:23]=4)=[N:17][CH:18]=[C:19]([F:20])[C:14]3=[N:13]2)=[C:4]([CH:7]=[C:8]([CH2:10][OH:11])[CH:9]=1)[C:5]#[N:6].